From a dataset of Forward reaction prediction with 1.9M reactions from USPTO patents (1976-2016). Predict the product of the given reaction. (1) Given the reactants [I:1][C:2]1[CH:3]=[C:4]2[C:8](=[CH:9][CH:10]=1)[NH:7][CH:6]=[C:5]2[CH2:11][CH2:12][N:13]([CH3:15])[CH3:14].[CH2:16](Cl)[C:17]1[CH:22]=[CH:21][CH:20]=[CH:19][CH:18]=1, predict the reaction product. The product is: [CH2:16]([N:7]1[C:8]2[C:4](=[CH:3][C:2]([I:1])=[CH:10][CH:9]=2)[C:5]([CH2:11][CH2:12][N:13]([CH3:14])[CH3:15])=[CH:6]1)[C:17]1[CH:22]=[CH:21][CH:20]=[CH:19][CH:18]=1. (2) Given the reactants C1(CCCN)C=CC=CC=1.[CH2:11]1[C:19]2[C:14](=[CH:15][CH:16]=[CH:17][CH:18]=2)[CH2:13][N:12]1[C:20]([NH:22][C:23]1[N:28]=[N:27][C:26]([C:29]([OH:31])=O)=[CH:25][CH:24]=1)=[O:21].C1C2C(=CC=CC=2)CN1C([NH:43][C:44]1C=C[C:47]([C:48]([OH:50])=O)=[CH:46][CH:45]=1)=O, predict the reaction product. The product is: [O:50]1[CH2:48][CH2:47][CH2:46][C@H:45]1[CH2:44][NH:43][C:29]([C:26]1[N:27]=[N:28][C:23]([NH:22][C:20]([N:12]2[CH2:11][C:19]3[C:14](=[CH:15][CH:16]=[CH:17][CH:18]=3)[CH2:13]2)=[O:21])=[CH:24][CH:25]=1)=[O:31]. (3) Given the reactants [N+:1]([C:4]1[CH:9]=[C:8]([C:10]([F:13])([F:12])[F:11])[CH:7]=[CH:6][C:5]=1[O:14][C:15]1[CH:16]=[C:17]2[C:22](=[CH:23][CH:24]=1)[O:21][CH:20]([C:25]1[CH:30]=[CH:29][CH:28]=[CH:27][CH:26]=1)[CH2:19][CH2:18]2)([O-])=O.C1(C2CCC3C(=CC=C(OC4C=CC=CC=4N)C=3)O2)C=CC=CC=1, predict the reaction product. The product is: [F:13][C:10]([F:11])([F:12])[C:8]1[CH:7]=[CH:6][C:5]([O:14][C:15]2[CH:16]=[C:17]3[C:22](=[CH:23][CH:24]=2)[O:21][CH:20]([C:25]2[CH:26]=[CH:27][CH:28]=[CH:29][CH:30]=2)[CH2:19][CH2:18]3)=[C:4]([CH:9]=1)[NH2:1]. (4) Given the reactants C=O.F[C:4](F)(F)C(O)=O.[N:10]1([C:16]2[N:21]=[CH:20][C:19]([C:22]3[S:23][C:24]4[CH:30]=[C:29]([C:31]([O:33][CH2:34][CH3:35])=[O:32])[CH:28]=[CH:27][C:25]=4[N:26]=3)=[CH:18][CH:17]=2)[CH2:15][CH2:14][NH:13][CH2:12][CH2:11]1.C([BH3-])#N.[Na+], predict the reaction product. The product is: [CH3:4][N:13]1[CH2:12][CH2:11][N:10]([C:16]2[N:21]=[CH:20][C:19]([C:22]3[S:23][C:24]4[CH:30]=[C:29]([C:31]([O:33][CH2:34][CH3:35])=[O:32])[CH:28]=[CH:27][C:25]=4[N:26]=3)=[CH:18][CH:17]=2)[CH2:15][CH2:14]1. (5) Given the reactants [NH2:1][C:2]1[CH:3]=[C:4]([CH:14]=[CH:15][C:16]=1[O:17][CH3:18])[C:5]([NH:7][C:8]1[CH:13]=[CH:12][CH:11]=[CH:10][CH:9]=1)=[O:6].[C:19]([C:21]1[CH:22]=[C:23]([N:27]=[C:28]=[S:29])[CH:24]=[CH:25][CH:26]=1)#[N:20], predict the reaction product. The product is: [C:19]([C:21]1[CH:22]=[C:23]([NH:27][C:28](=[S:29])[NH:1][C:2]2[CH:3]=[C:4]([CH:14]=[CH:15][C:16]=2[O:17][CH3:18])[C:5]([NH:7][C:8]2[CH:13]=[CH:12][CH:11]=[CH:10][CH:9]=2)=[O:6])[CH:24]=[CH:25][CH:26]=1)#[N:20]. (6) The product is: [F:1][C:2]1[CH:7]=[CH:6][CH:5]=[CH:4][C:3]=1[N:8]1[C:12]([C:13]2[CH:14]=[CH:15][N:16]=[CH:17][CH:18]=2)=[C:11]([C:19]2[O:23][N:22]=[C:21]([C:24]3[CH:25]=[CH:26][C:27]([CH2:28][N:32]4[CH2:36][CH2:35][CH:34]([OH:37])[CH2:33]4)=[CH:30][CH:31]=3)[N:20]=2)[N:10]=[N:9]1. Given the reactants [F:1][C:2]1[CH:7]=[CH:6][CH:5]=[CH:4][C:3]=1[N:8]1[C:12]([C:13]2[CH:18]=[CH:17][N:16]=[CH:15][CH:14]=2)=[C:11]([C:19]2[O:23][N:22]=[C:21]([C:24]3[CH:31]=[CH:30][C:27]([CH:28]=O)=[CH:26][CH:25]=3)[N:20]=2)[N:10]=[N:9]1.[NH:32]1[CH2:36][CH2:35][CH:34]([OH:37])[CH2:33]1, predict the reaction product. (7) Given the reactants [N+:1]([C:4]1[CH:9]=[C:8]([N+:10]([O-:12])=[O:11])[CH:7]=[CH:6][C:5]=1[OH:13])([O-:3])=[O:2].[CH3:14][CH2:15]OC(C)=O.CCCCCC, predict the reaction product. The product is: [CH:14]([O:13][C:5]1[CH:6]=[CH:7][C:8]([N+:10]([O-:12])=[O:11])=[CH:9][C:4]=1[N+:1]([O-:3])=[O:2])=[CH2:15]. (8) Given the reactants [CH3:1][C:2]1([CH3:8])[CH2:6][CH2:5][CH2:4][C@H:3]1[NH2:7].[C:9]([C:12]1[CH:17]=[N:16][N:15]2[CH:18]=[C:19]([C:21]([O:23][CH2:24][CH3:25])=[O:22])[CH:20]=[C:14]2[C:13]=1Cl)(=[O:11])[NH2:10].ClC1C2N(C=C(Cl)C=2)N=CC=1C(N)=O, predict the reaction product. The product is: [C:9]([C:12]1[CH:17]=[N:16][N:15]2[CH:18]=[C:19]([C:21]([O:23][CH2:24][CH3:25])=[O:22])[CH:20]=[C:14]2[C:13]=1[NH:7][C@@H:3]1[CH2:4][CH2:5][CH2:6][C:2]1([CH3:8])[CH3:1])(=[O:11])[NH2:10].